From a dataset of Forward reaction prediction with 1.9M reactions from USPTO patents (1976-2016). Predict the product of the given reaction. (1) Given the reactants CC([N:5]([CH:9]([C:29]1[CH:34]=[CH:33][CH:32]=[C:31]([CH3:35])[CH:30]=1)[CH2:10][CH2:11][N:12]1[C:17](=[O:18])[C:16]2=[CH:19][N:20]=[C:21]([CH:22]3[CH2:27][CH2:26][O:25][CH2:24][CH2:23]3)[N:15]2[N:14]=[C:13]1[Cl:28])C(=O)[O-])(C)C.C(O)(C(F)(F)F)=O, predict the reaction product. The product is: [NH2:5][CH:9]([C:29]1[CH:34]=[CH:33][CH:32]=[C:31]([CH3:35])[CH:30]=1)[CH2:10][CH2:11][N:12]1[C:17](=[O:18])[C:16]2=[CH:19][N:20]=[C:21]([CH:22]3[CH2:23][CH2:24][O:25][CH2:26][CH2:27]3)[N:15]2[N:14]=[C:13]1[Cl:28]. (2) Given the reactants [CH:1]([C:3]1[O:7][C:6]([C:8]2[CH:13]=[CH:12][C:11]([S:14]([NH-:17])(=[O:16])=[O:15])=[CH:10][CH:9]=2)=[CH:5][CH:4]=1)=O.[CH2:18]([N:25]1[C:29](=[O:30])[CH2:28][S:27][C:26]1=[S:31])[C:19]1[CH:24]=[CH:23][CH:22]=[CH:21][CH:20]=1, predict the reaction product. The product is: [CH2:18]([N:25]1[C:29](=[O:30])[C:28](=[CH:1][C:3]2[O:7][C:6]([C:8]3[CH:9]=[CH:10][C:11]([S:14]([NH2:17])(=[O:15])=[O:16])=[CH:12][CH:13]=3)=[CH:5][CH:4]=2)[S:27][C:26]1=[S:31])[C:19]1[CH:20]=[CH:21][CH:22]=[CH:23][CH:24]=1. (3) The product is: [C:37]([C:27]1[CH:26]=[C:25]([NH:24][C:22](=[O:23])[NH:21][C:14]2[C:15]3[C:20](=[CH:19][CH:18]=[CH:17][CH:16]=3)[C:11]([O:10][CH2:9][CH2:8][C:6]3[CH:5]=[CH:4][N:3]=[C:2]([NH:1][C:53](=[O:54])[CH2:52][O:51][CH3:50])[CH:7]=3)=[CH:12][CH:13]=2)[N:29]([C:30]2[CH:31]=[CH:32][C:33]([CH3:36])=[CH:34][CH:35]=2)[N:28]=1)([CH3:40])([CH3:39])[CH3:38]. Given the reactants [NH2:1][C:2]1[CH:7]=[C:6]([CH2:8][CH2:9][O:10][C:11]2[C:20]3[C:15](=[CH:16][CH:17]=[CH:18][CH:19]=3)[C:14]([NH:21][C:22]([NH:24][C:25]3[N:29]([C:30]4[CH:35]=[CH:34][C:33]([CH3:36])=[CH:32][CH:31]=4)[N:28]=[C:27]([C:37]([CH3:40])([CH3:39])[CH3:38])[CH:26]=3)=[O:23])=[CH:13][CH:12]=2)[CH:5]=[CH:4][N:3]=1.CCN(C(C)C)C(C)C.[CH3:50][O:51][CH2:52][C:53](Cl)=[O:54], predict the reaction product. (4) Given the reactants [NH:1]1[C:9]2[C:4](=[CH:5][CH:6]=[CH:7][CH:8]=2)[C:3]([CH2:10][C:11]([O:13][CH2:14][CH3:15])=[O:12])=[CH:2]1.C1C(=O)N([Br:23])C(=O)C1, predict the reaction product. The product is: [Br:23][C:2]1[NH:1][C:9]2[C:4]([C:3]=1[CH2:10][C:11]([O:13][CH2:14][CH3:15])=[O:12])=[CH:5][CH:6]=[CH:7][CH:8]=2. (5) The product is: [NH2:22][C:11]1[S:12][CH2:13][C@@H:14]2[CH2:15][C@H:16]([CH2:19][O:20][CH3:21])[O:17][CH2:18][C@:9]2([C:7]2[C:6]([F:31])=[CH:5][C:4]([F:32])=[C:3]([CH:8]=2)[C:1]#[N:2])[N:10]=1. Given the reactants [C:1]([C:3]1[C:4]([F:32])=[CH:5][C:6]([F:31])=[C:7]([C@:9]23[CH2:18][O:17][C@@H:16]([CH2:19][O:20][CH3:21])[CH2:15][C@H:14]2[CH2:13][S:12][C:11]([NH:22]C(=O)C2C=CC=CC=2)=[N:10]3)[CH:8]=1)#[N:2].NC1SC[C@@H]2C[C@H](COCC3C=CC=CC=3)OC[C@]2(C2C(F)=CC(F)=C(C=2)C#N)N=1, predict the reaction product.